Dataset: Catalyst prediction with 721,799 reactions and 888 catalyst types from USPTO. Task: Predict which catalyst facilitates the given reaction. (1) Reactant: [Cl:1][C:2]1[C:3]([N+:9]([O-])=O)=[C:4]([OH:8])[CH:5]=[CH:6][CH:7]=1. Product: [NH2:9][C:3]1[C:2]([Cl:1])=[CH:7][CH:6]=[CH:5][C:4]=1[OH:8]. The catalyst class is: 19. (2) Reactant: [CH2:1](Br)[CH3:2].[Br:4][C:5]1[C:12]([OH:13])=[C:11]([O:14][CH3:15])[CH:10]=[CH:9][C:6]=1[CH:7]=[O:8].C(=O)([O-])[O-].[K+].[K+]. Product: [Br:4][C:5]1[C:12]([O:13][CH2:1][CH3:2])=[C:11]([O:14][CH3:15])[CH:10]=[CH:9][C:6]=1[CH:7]=[O:8]. The catalyst class is: 31. (3) Reactant: [CH:1](=O)[C:2]1[CH:7]=[CH:6][C:5]([O:8][CH3:9])=[CH:4][CH:3]=1.[CH3:11][O:12][C:13]1[CH:20]=[CH:19][C:16]([CH2:17][NH2:18])=[CH:15][CH:14]=1.C1(C)C=CC=CC=1.[BH4-].[Na+]. Product: [CH3:9][O:8][C:5]1[CH:6]=[CH:7][C:2]([CH2:1][NH:18][CH2:17][C:16]2[CH:19]=[CH:20][C:13]([O:12][CH3:11])=[CH:14][CH:15]=2)=[CH:3][CH:4]=1. The catalyst class is: 6. (4) Reactant: [SH:1][C:2]1[C:11]2[C:6](=[CH:7][CH:8]=[C:9]([O:12][CH2:13][C:14]#[N:15])[CH:10]=2)[N:5]=[CH:4][CH:3]=1.Br[C:17]1([C:21]([OH:23])=[O:22])[CH2:20][CH2:19][CH2:18]1.C(N(CC)CC)C.O. Product: [C:14]([CH2:13][O:12][C:9]1[CH:10]=[C:11]2[C:6](=[CH:7][CH:8]=1)[N:5]=[CH:4][CH:3]=[C:2]2[S:1][C:17]1([C:21]([OH:23])=[O:22])[CH2:20][CH2:19][CH2:18]1)#[N:15]. The catalyst class is: 9.